From a dataset of Reaction yield outcomes from USPTO patents with 853,638 reactions. Predict the reaction yield, written as a fraction of the theoretical maximum amount of product (1.0 means a 100% yield; for example, 0.34 means a 34% yield). (1) The reactants are [CH3:1][C@H:2]1[N:7]([C:8]2[CH:9]=[N:10][C:11]([N+:14]([O-])=O)=[CH:12][CH:13]=2)[CH2:6][CH2:5][N:4]([C:17]([O:19][C:20]([CH3:23])([CH3:22])[CH3:21])=[O:18])[CH2:3]1. The catalyst is [Pd].CO. The product is [NH2:14][C:11]1[N:10]=[CH:9][C:8]([N:7]2[CH2:6][CH2:5][N:4]([C:17]([O:19][C:20]([CH3:23])([CH3:22])[CH3:21])=[O:18])[CH2:3][C@H:2]2[CH3:1])=[CH:13][CH:12]=1. The yield is 0.810. (2) The reactants are [CH3:1][O:2][C:3]1[CH:4]=[C:5](/[CH:11]=[CH:12]/[C:13]([NH:15][C:16]2[CH:24]=[CH:23][CH:22]=[CH:21][C:17]=2[C:18]([OH:20])=[O:19])=O)[CH:6]=[CH:7][C:8]=1[O:9][CH3:10]. The catalyst is C(OC(=O)C)(=O)C.O. The product is [CH3:1][O:2][C:3]1[CH:4]=[C:5]([CH:6]=[CH:7][C:8]=1[O:9][CH3:10])/[CH:11]=[CH:12]/[C:13]1[O:19][C:18](=[O:20])[C:17]2[CH:21]=[CH:22][CH:23]=[CH:24][C:16]=2[N:15]=1. The yield is 0.880.